This data is from Forward reaction prediction with 1.9M reactions from USPTO patents (1976-2016). The task is: Predict the product of the given reaction. (1) Given the reactants [Cl:1][C:2]1[CH:9]=[C:8]([O:10][CH2:11][C:12]2[O:16][C:15]([CH2:17][CH2:18][C:19]3[CH:24]=[CH:23][C:22]([C:25]([F:28])([F:27])[F:26])=[CH:21][CH:20]=3)=[N:14][C:13]=2[CH3:29])[CH:7]=[CH:6][C:3]=1[C:4]#[N:5].Cl.[NH2:31][OH:32].C(N(CC)CC)C, predict the reaction product. The product is: [Cl:1][C:2]1[CH:9]=[C:8]([O:10][CH2:11][C:12]2[O:16][C:15]([CH2:17][CH2:18][C:19]3[CH:24]=[CH:23][C:22]([C:25]([F:26])([F:28])[F:27])=[CH:21][CH:20]=3)=[N:14][C:13]=2[CH3:29])[CH:7]=[CH:6][C:3]=1[C:4]([NH:31][OH:32])=[NH:5]. (2) The product is: [Cl:17][CH2:13][C:12]1[C:7]([N:4]2[CH2:5][CH2:6][O:1][CH2:2][CH2:3]2)=[N:8][CH:9]=[CH:10][CH:11]=1. Given the reactants [O:1]1[CH2:6][CH2:5][N:4]([C:7]2[C:12]([CH2:13]O)=[CH:11][CH:10]=[CH:9][N:8]=2)[CH2:3][CH2:2]1.O=S(Cl)[Cl:17], predict the reaction product. (3) The product is: [CH2:8]([N:15]1[CH2:20][CH2:19][CH:18]([NH:21][C:22]2[CH:30]=[CH:29][C:25]([C:26]([NH2:28])=[O:27])=[C:24]([OH:31])[CH:23]=2)[CH2:17][CH2:16]1)[C:9]1[CH:10]=[CH:11][CH:12]=[CH:13][CH:14]=1. Given the reactants B(Br)(Br)Br.C(Cl)Cl.[CH2:8]([N:15]1[CH2:20][CH2:19][CH:18]([NH:21][C:22]2[CH:30]=[CH:29][C:25]([C:26]([NH2:28])=[O:27])=[C:24]([O:31]C)[CH:23]=2)[CH2:17][CH2:16]1)[C:9]1[CH:14]=[CH:13][CH:12]=[CH:11][CH:10]=1.O, predict the reaction product. (4) Given the reactants [Cl:1][C:2]1[CH:3]=[C:4]([OH:21])[C:5]([NH:8]S(CC2C=C(Cl)C=C(Cl)C=2)(=O)=O)=[N:6][CH:7]=1.[F:22][C:23]1[CH:24]=[C:25]([CH2:30][S:31](Cl)(=[O:33])=[O:32])[CH:26]=[C:27]([F:29])[CH:28]=1.ClC1C=C(CS(Cl)(=O)=O)C=C(Cl)C=1, predict the reaction product. The product is: [Cl:1][C:2]1[CH:3]=[C:4]([OH:21])[C:5]([NH:8][S:31]([CH2:30][C:25]2[CH:24]=[C:23]([F:22])[CH:28]=[C:27]([F:29])[CH:26]=2)(=[O:33])=[O:32])=[N:6][CH:7]=1. (5) Given the reactants [OH-].[Na+].[CH3:3][O:4][CH:5]([O:8][CH3:9])[CH2:6][NH2:7].[C:10](Cl)(=[O:13])[CH:11]=[CH2:12].[Cl-].[Na+], predict the reaction product. The product is: [CH3:3][O:4][CH:5]([O:8][CH3:9])[CH2:6][NH:7][C:10](=[O:13])[CH:11]=[CH2:12]. (6) Given the reactants [CH2:1]([N:3]1[C:11]2[CH:10]=[CH:9][CH:8]=[CH:7][C:6]=2[C:5]2[N:12]=[C:13]([CH2:16][OH:17])[CH:14]=[CH:15][C:4]1=2)[CH3:2].[Cr](Cl)([O-])(=O)=O.[NH+]1C=CC=CC=1, predict the reaction product. The product is: [CH2:1]([N:3]1[C:11]2[CH:10]=[CH:9][CH:8]=[CH:7][C:6]=2[C:5]2[N:12]=[C:13]([CH:16]=[O:17])[CH:14]=[CH:15][C:4]1=2)[CH3:2]. (7) Given the reactants [CH3:1][S:2][C:3]1[C:4]2[CH:11]=[CH:10][S:9][C:5]=2[N:6]=[CH:7][N:8]=1.[Li+].CC([N-]C(C)C)C.CN([CH:23]=[O:24])C, predict the reaction product. The product is: [CH3:1][S:2][C:3]1[C:4]2[CH:11]=[C:10]([CH:23]=[O:24])[S:9][C:5]=2[N:6]=[CH:7][N:8]=1.